Predict the reaction yield, written as a fraction of the theoretical maximum amount of product (1.0 means a 100% yield; for example, 0.34 means a 34% yield). From a dataset of Reaction yield outcomes from USPTO patents with 853,638 reactions. (1) The reactants are [O:1]=[C:2]1[C:7]2[CH:8]=[CH:9][CH:10]=[CH:11][C:6]=2[S:5][C:4]([C:12]2[CH:17]=[C:16]([CH2:18][CH2:19][C:20]([O:22]C(C)(C)C)=[O:21])[CH:15]=[CH:14][N:13]=2)=[N:3]1.C(OC(C)C)(C)C. The catalyst is FC(F)(F)C(O)=O. The product is [O:1]=[C:2]1[C:7]2[CH:8]=[CH:9][CH:10]=[CH:11][C:6]=2[S:5][C:4]([C:12]2[CH:17]=[C:16]([CH2:18][CH2:19][C:20]([OH:22])=[O:21])[CH:15]=[CH:14][N:13]=2)=[N:3]1. The yield is 0.840. (2) The reactants are [Cl:1][C:2]1[CH:3]=[C:4]([C:8]2[CH:9]=[C:10]([OH:20])[C:11]([NH:14][CH2:15][C:16]([O:18]C)=[O:17])=[N:12][CH:13]=2)[CH:5]=[CH:6][CH:7]=1.[OH-].[Na+].Cl. The catalyst is O1CCCC1.CCCCCC.C(OCC)(=O)C. The product is [Cl:1][C:2]1[CH:3]=[C:4]([C:8]2[CH:9]=[C:10]([OH:20])[C:11]([NH:14][CH2:15][C:16]([OH:18])=[O:17])=[N:12][CH:13]=2)[CH:5]=[CH:6][CH:7]=1. The yield is 0.880. (3) The reactants are [NH:1]1[C:9]2[C:4](=[CH:5][CH:6]=[CH:7][CH:8]=2)[CH2:3][C:2]1=[O:10].[N+:11]([O-])([OH:13])=[O:12]. The catalyst is S(=O)(=O)(O)O. The product is [N+:11]([C:6]1[CH:7]=[CH:8][C:9]2[C:4](=[CH:3][C:2](=[O:10])[N:1]=2)[CH:5]=1)([O-:13])=[O:12]. The yield is 0.924. (4) The reactants are [CH3:1][C:2]1[N:3]([CH2:29][C:30]([O:32]CC)=[O:31])[C:4]2[CH2:5][C:6]([CH3:28])([CH3:27])[CH2:7][C:8](=[O:26])[C:9]=2[C:10]=1[CH2:11][C:12]1[CH:17]=[CH:16][CH:15]=[CH:14][C:13]=1[S:18]([N:21]1[CH2:25][CH2:24][CH2:23][CH2:22]1)(=[O:20])=[O:19].[OH-].[Na+]. The catalyst is C1COCC1.O. The product is [CH3:1][C:2]1[N:3]([CH2:29][C:30]([OH:32])=[O:31])[C:4]2[CH2:5][C:6]([CH3:28])([CH3:27])[CH2:7][C:8](=[O:26])[C:9]=2[C:10]=1[CH2:11][C:12]1[CH:17]=[CH:16][CH:15]=[CH:14][C:13]=1[S:18]([N:21]1[CH2:25][CH2:24][CH2:23][CH2:22]1)(=[O:20])=[O:19]. The yield is 0.870.